From a dataset of Full USPTO retrosynthesis dataset with 1.9M reactions from patents (1976-2016). Predict the reactants needed to synthesize the given product. Given the product [BrH:1].[Br:19][C:16]1[CH:17]=[CH:18][C:13]2[N:14]([CH2:2][C:3]([C:4]([F:10])([F:9])[C:5]([F:8])([F:7])[F:6])([OH:11])[N:12]=2)[C:15]=1[CH3:20], predict the reactants needed to synthesize it. The reactants are: [Br:1][CH2:2][C:3](=[O:11])[C:4]([F:10])([F:9])[C:5]([F:8])([F:7])[F:6].[NH2:12][C:13]1[CH:18]=[CH:17][C:16]([Br:19])=[C:15]([CH3:20])[N:14]=1.